Dataset: Full USPTO retrosynthesis dataset with 1.9M reactions from patents (1976-2016). Task: Predict the reactants needed to synthesize the given product. (1) Given the product [C:1]([O:5][C:6](=[O:30])[CH2:7][O:8][C:9]1[CH:14]=[CH:13][C:12]([Cl:45])=[CH:11][C:10]=1[C:17]#[C:18][C:19]1[CH:20]=[CH:21][CH:22]=[C:23]([CH2:54][S:55]([CH3:58])(=[O:57])=[O:56])[CH:24]=1)([CH3:4])([CH3:2])[CH3:3], predict the reactants needed to synthesize it. The reactants are: [C:1]([O:5][C:6](=[O:30])[CH2:7][O:8][C:9]1[CH:14]=[CH:13][C:12](C#N)=[CH:11][C:10]=1[C:17]#[C:18][C:19]1[CH:24]=[C:23](S(C)(=O)=O)[CH:22]=[CH:21][C:20]=1F)([CH3:4])([CH3:3])[CH3:2].C(OC(=O)COC1C=CC([Cl:45])=CC=1C#C)(C)(C)C.BrC1C=C(C=CC=1)C[CH2:54][S:55]([CH2:58]CC1C=CC=C(Br)C=1)(=[O:57])=[O:56]. (2) Given the product [CH2:59]([N:66]1[CH:32]=[C:31]([C:33]2[CH:34]=[CH:35][C:36]([S:39]([NH:42][CH2:43][C:44]3[CH:58]=[CH:57][C:47]([C:48]([NH:50][C:51]4[CH:52]=[N:53][CH:54]=[CH:55][CH:56]=4)=[O:49])=[CH:46][CH:45]=3)(=[O:41])=[O:40])=[CH:37][CH:38]=2)[N:68]=[N:67]1)[C:60]1[CH:65]=[CH:64][CH:63]=[CH:62][CH:61]=1, predict the reactants needed to synthesize it. The reactants are: CCCC[Sn](OC(C)=O)(CCCC)CCCC.O=C1O[C@H]([C@H](CO)O)C([O-])=C1O.[Na+].[C:31]([C:33]1[CH:38]=[CH:37][C:36]([S:39]([NH:42][CH2:43][C:44]2[CH:58]=[CH:57][C:47]([C:48]([NH:50][C:51]3[CH:52]=[N:53][CH:54]=[CH:55][CH:56]=3)=[O:49])=[CH:46][CH:45]=2)(=[O:41])=[O:40])=[CH:35][CH:34]=1)#[CH:32].[CH2:59]([N:66]=[N+:67]=[N-:68])[C:60]1[CH:65]=[CH:64][CH:63]=[CH:62][CH:61]=1. (3) Given the product [NH:8]1[C:16]2[C:11](=[CH:12][CH:13]=[CH:14][CH:15]=2)[C:10]([C:17](=[O:26])[C:18]([N:20]2[CH2:21][CH2:22][N:23]([C:28]([C:34]3[CH:39]=[CH:38][CH:37]=[CH:36][CH:35]=3)=[C:29]([C:32]#[N:33])[C:30]#[N:31])[CH2:24][CH2:25]2)=[O:19])=[CH:9]1, predict the reactants needed to synthesize it. The reactants are: C(N(CC)CC)C.[NH:8]1[C:16]2[C:11](=[CH:12][CH:13]=[CH:14][CH:15]=2)[C:10]([C:17](=[O:26])[C:18]([N:20]2[CH2:25][CH2:24][NH:23][CH2:22][CH2:21]2)=[O:19])=[CH:9]1.Cl[C:28]([C:34]1[CH:39]=[CH:38][CH:37]=[CH:36][CH:35]=1)=[C:29]([C:32]#[N:33])[C:30]#[N:31]. (4) Given the product [C:32]([C:29]1[CH:28]=[CH:27][C:26]([C:23]2[CH:24]=[CH:25][C:20]([O:19][CH2:17][CH3:18])=[C:21]([CH2:34][NH:15][CH:12]3[CH2:11][CH2:10][CH:9]([N:8]([CH3:16])[C:1](=[O:2])[O:3][C:4]([CH3:7])([CH3:6])[CH3:5])[CH2:14][CH2:13]3)[CH:22]=2)=[CH:31][CH:30]=1)#[N:33], predict the reactants needed to synthesize it. The reactants are: [C:1]([N:8]([CH3:16])[C@H:9]1[CH2:14][CH2:13][C@H:12]([NH2:15])[CH2:11][CH2:10]1)([O:3][C:4]([CH3:7])([CH3:6])[CH3:5])=[O:2].[CH2:17]([O:19][C:20]1[CH:25]=[CH:24][C:23]([C:26]2[CH:31]=[CH:30][C:29]([C:32]#[N:33])=[CH:28][CH:27]=2)=[CH:22][C:21]=1[CH:34]=O)[CH3:18].